Dataset: Forward reaction prediction with 1.9M reactions from USPTO patents (1976-2016). Task: Predict the product of the given reaction. The product is: [CH3:30][C:24]([CH3:31])([CH2:23][NH:22][C:2]1[C:11]2[C:6](=[CH:7][CH:8]=[CH:9][CH:10]=2)[N:5]=[CH:4][C:3]=1[N+:12]([O-:14])=[O:13])[C:25]([O:27][CH2:28][CH3:29])=[O:26]. Given the reactants Cl[C:2]1[C:11]2[C:6](=[CH:7][CH:8]=[CH:9][CH:10]=2)[N:5]=[CH:4][C:3]=1[N+:12]([O-:14])=[O:13].C(N(CC)CC)C.[NH2:22][CH2:23][C:24]([CH3:31])([CH3:30])[C:25]([O:27][CH2:28][CH3:29])=[O:26].C(=O)([O-])[O-].[K+].[K+].C(=O)(O)[O-].[Na+], predict the reaction product.